This data is from Full USPTO retrosynthesis dataset with 1.9M reactions from patents (1976-2016). The task is: Predict the reactants needed to synthesize the given product. (1) Given the product [Cl:18][CH2:14][C:10]1[CH:11]=[CH:12][CH:13]=[C:8]([O:1][C:2]2[CH:7]=[CH:6][CH:5]=[CH:4][CH:3]=2)[CH:9]=1, predict the reactants needed to synthesize it. The reactants are: [O:1]([C:8]1[CH:9]=[C:10]([CH2:14]O)[CH:11]=[CH:12][CH:13]=1)[C:2]1[CH:7]=[CH:6][CH:5]=[CH:4][CH:3]=1.S(Cl)([Cl:18])=O.CN(C=O)C. (2) Given the product [C:18]1([C:24]2[CH:29]=[C:28]([N:30]3[CH2:35][CH2:34][N:33]([C:8]([NH:7][C:3]4[N:2]=[N:1][CH:6]=[CH:5][CH:4]=4)=[O:15])[CH2:32][CH2:31]3)[CH:27]=[CH:26][N:25]=2)[CH:19]=[CH:20][CH:21]=[CH:22][CH:23]=1, predict the reactants needed to synthesize it. The reactants are: [N:1]1[CH:6]=[CH:5][CH:4]=[C:3]([NH:7][C:8](=[O:15])OCC(Cl)(Cl)Cl)[N:2]=1.Cl.Cl.[C:18]1([C:24]2[CH:29]=[C:28]([N:30]3[CH2:35][CH2:34][NH:33][CH2:32][CH2:31]3)[CH:27]=[CH:26][N:25]=2)[CH:23]=[CH:22][CH:21]=[CH:20][CH:19]=1. (3) The reactants are: [C:1]([C:5]1[CH:37]=[CH:36][C:8]([CH2:9][N:10]2[C:14](=[O:15])[N:13]([CH2:16][CH3:17])[C:12]([CH2:18][CH2:19][CH2:20][C:21]3[CH:26]=[CH:25][C:24](B4OC(C)(C)C(C)(C)O4)=[CH:23][CH:22]=3)=[N:11]2)=[CH:7][CH:6]=1)([CH3:4])([CH3:3])[CH3:2].[NH2:38][C:39]1[CH:44]=[CH:43][CH:42]=[C:41](Br)[N:40]=1.C(=O)([O-])[O-].[K+].[K+]. Given the product [NH2:38][C:39]1[N:40]=[C:41]([C:24]2[CH:23]=[CH:22][C:21]([CH2:20][CH2:19][CH2:18][C:12]3[N:13]([CH2:16][CH3:17])[C:14](=[O:15])[N:10]([CH2:9][C:8]4[CH:36]=[CH:37][C:5]([C:1]([CH3:2])([CH3:4])[CH3:3])=[CH:6][CH:7]=4)[N:11]=3)=[CH:26][CH:25]=2)[CH:42]=[CH:43][CH:44]=1, predict the reactants needed to synthesize it. (4) Given the product [C:21]([N:1]1[CH2:2][CH2:3][CH:4]([NH:7][C:8](=[O:14])[O:9][C:10]([CH3:11])([CH3:13])[CH3:12])[CH2:5][CH2:6]1)(=[O:23])[CH3:22], predict the reactants needed to synthesize it. The reactants are: [NH:1]1[CH2:6][CH2:5][CH:4]([NH:7][C:8](=[O:14])[O:9][C:10]([CH3:13])([CH3:12])[CH3:11])[CH2:3][CH2:2]1.N1C=CC=CC=1.[C:21](OC(=O)C)(=[O:23])[CH3:22]. (5) Given the product [C:1]([O:5][C:6]([N:8]1[CH2:13][CH2:12][CH:11]([NH:14][C:16]2[C:17]([C:18]#[N:19])=[CH:20][CH:21]=[CH:22][N:23]=2)[CH2:10][CH2:9]1)=[O:7])([CH3:4])([CH3:2])[CH3:3], predict the reactants needed to synthesize it. The reactants are: [C:1]([O:5][C:6]([N:8]1[CH2:13][CH2:12][CH:11]([NH2:14])[CH2:10][CH2:9]1)=[O:7])([CH3:4])([CH3:3])[CH3:2].Cl[C:16]1[N:23]=[CH:22][CH:21]=[CH:20][C:17]=1[C:18]#[N:19].C(=O)([O-])[O-].[K+].[K+].CS(C)=O. (6) Given the product [F:57][C:58]1[CH:63]=[CH:62][CH:61]=[CH:60][C:59]=1[NH:64][C:65]([NH:52][C:51]1[CH:53]=[CH:54][C:48]([C:45]2[S:44][C:43]([CH:40]3[CH2:41][CH2:42][N:37]([S:34]([C:33]([F:32])([F:55])[F:56])(=[O:35])=[O:36])[CH2:38][CH2:39]3)=[N:47][CH:46]=2)=[CH:49][CH:50]=1)=[O:66], predict the reactants needed to synthesize it. The reactants are: FC(F)(F)C1C=C(NC(=O)NC2C=CC(C3SC(CCC(OC)=O)=NC=3)=CC=2)C=CC=1.[F:32][C:33]([F:56])([F:55])[S:34]([N:37]1[CH2:42][CH2:41][CH:40]([C:43]2[S:44][C:45]([C:48]3[CH:54]=[CH:53][C:51]([NH2:52])=[CH:50][CH:49]=3)=[CH:46][N:47]=2)[CH2:39][CH2:38]1)(=[O:36])=[O:35].[F:57][C:58]1[CH:63]=[CH:62][CH:61]=[CH:60][C:59]=1[N:64]=[C:65]=[O:66].